This data is from Forward reaction prediction with 1.9M reactions from USPTO patents (1976-2016). The task is: Predict the product of the given reaction. (1) Given the reactants [S:1]1[CH:5]=[CH:4][CH:3]=[C:2]1[C:6]([NH:8][NH:9][C:10](=[O:12])[CH3:11])=O.P(Cl)(Cl)(Cl)=O, predict the reaction product. The product is: [CH3:11][C:10]1[O:12][C:6]([C:2]2[S:1][CH:5]=[CH:4][CH:3]=2)=[N:8][N:9]=1. (2) Given the reactants Cl.[O:2]=[C:3]1[N:12]([CH2:13][CH2:14][CH2:15][N:16]([CH2:20][CH2:21][CH2:22][CH2:23][NH:24][CH2:25][CH2:26][CH2:27][N:28]2[C:37](=[O:38])[C:36]3[C:31](=[CH:32][CH:33]=[CH:34][CH:35]=3)[NH:30][C:29]2=[O:39])[C:17](=[O:19])[CH3:18])[C:11](=[O:40])[C:10]2[C:5](=[CH:6][CH:7]=[CH:8][CH:9]=2)[NH:4]1.Cl[C:42]([O:44][CH2:45][CH3:46])=[O:43].C(OC(=O)C)(=O)C, predict the reaction product. The product is: [CH2:45]([O:44][C:42](=[O:43])[N:24]([CH2:23][CH2:22][CH2:21][CH2:20][N:16]([C:17](=[O:19])[CH3:18])[CH2:15][CH2:14][CH2:13][N:12]1[C:11](=[O:40])[C:10]2[C:5](=[CH:6][CH:7]=[CH:8][CH:9]=2)[NH:4][C:3]1=[O:2])[CH2:25][CH2:26][CH2:27][N:28]1[C:37](=[O:38])[C:36]2[C:31](=[CH:32][CH:33]=[CH:34][CH:35]=2)[NH:30][C:29]1=[O:39])[CH3:46]. (3) Given the reactants [F:1][C:2]1[CH:7]=[CH:6][C:5]([C:8]2[N:9]=[C:10]([NH:13]C(=O)C)[NH:11][CH:12]=2)=[CH:4][CH:3]=1.C(O)C.[ClH:20], predict the reaction product. The product is: [Cl-:20].[F:1][C:2]1[CH:3]=[CH:4][C:5]([C:8]2[N:9]=[C:10]([NH3+:13])[NH:11][CH:12]=2)=[CH:6][CH:7]=1. (4) Given the reactants [OH:1]C1C=CC(CC(CC)C(OC)=O)=CC=1.CS(C1C=CC(CCO)=CC=1)(=O)=O.C1CCN(C(N=NC(N2CCCCC2)=O)=O)CC1.[C:47]1([P:53]([C:60]2[CH:65]=[CH:64][CH:63]=[CH:62][CH:61]=2)[C:54]2[CH:59]=[CH:58][CH:57]=[CH:56][CH:55]=2)[CH:52]=[CH:51][CH:50]=[CH:49][CH:48]=1, predict the reaction product. The product is: [C:60]1([P:53](=[O:1])([C:47]2[CH:48]=[CH:49][CH:50]=[CH:51][CH:52]=2)[C:54]2[CH:59]=[CH:58][CH:57]=[CH:56][CH:55]=2)[CH:61]=[CH:62][CH:63]=[CH:64][CH:65]=1. (5) Given the reactants [CH2:1]([O:8][C:9]1[CH:14]=[CH:13][C:12]([S:15]([NH:18][C:19]2[CH:20]=[CH:21][C:22]3[CH2:26][O:25][B:24]([OH:27])[C:23]=3[CH:28]=2)(=[O:17])=[O:16])=[C:11]([N+:29]([O-])=O)[CH:10]=1)[C:2]1[CH:7]=[CH:6][CH:5]=[CH:4][CH:3]=1, predict the reaction product. The product is: [NH2:29][C:11]1[CH:10]=[C:9]([O:8][CH2:1][C:2]2[CH:3]=[CH:4][CH:5]=[CH:6][CH:7]=2)[CH:14]=[CH:13][C:12]=1[S:15]([NH:18][C:19]1[CH:20]=[CH:21][C:22]2[CH2:26][O:25][B:24]([OH:27])[C:23]=2[CH:28]=1)(=[O:16])=[O:17]. (6) Given the reactants [C:1]([C:4]1[C:5]2[CH:12]=[C:11]([CH3:13])[CH:10]=[CH:9][C:6]=2[S:7][CH:8]=1)(O)=[O:2].Cl.C(OCC)(=O)C, predict the reaction product. The product is: [OH:2][CH2:1][C:4]1[C:5]2[CH:12]=[C:11]([CH3:13])[CH:10]=[CH:9][C:6]=2[S:7][CH:8]=1.